From a dataset of Full USPTO retrosynthesis dataset with 1.9M reactions from patents (1976-2016). Predict the reactants needed to synthesize the given product. Given the product [NH2:58][C:57]1[O:7][C:6]([C:8]2[C:17]3[C:12](=[CH:13][CH:14]=[CH:15][CH:16]=3)[CH:11]=[CH:10][CH:9]=2)=[C:5]([CH:18]([CH3:20])[CH3:19])[N:56]=1, predict the reactants needed to synthesize it. The reactants are: C(O[CH:5]([CH:18]([CH3:20])[CH3:19])[C:6]([C:8]1[C:17]2[C:12](=[CH:13][CH:14]=[CH:15][CH:16]=2)[CH:11]=[CH:10][CH:9]=1)=[O:7])(=O)C.Cl.OC(C(C)C)C(C1C2C(=CC=CC=2)C=CC=1)=O.OC(C1C2C(=CC=CC=2)C=CC=1)C(=O)C(C)C.[N:56]#[C:57][NH2:58].